From a dataset of Forward reaction prediction with 1.9M reactions from USPTO patents (1976-2016). Predict the product of the given reaction. (1) Given the reactants [Cl:1][C:2]1[CH:7]=[CH:6][C:5]([C:8](=O)[CH2:9][N:10]2[CH:14]=[C:13]([C:15](=[O:19])[N:16]([CH3:18])[CH3:17])[CH:12]=[C:11]2[C:20]([OH:22])=O)=[CH:4][CH:3]=1.[CH2:24]([NH2:27])[CH2:25][NH2:26], predict the reaction product. The product is: [Cl:1][C:2]1[CH:3]=[CH:4][C:5]([C:8]23[NH:27][CH2:24][CH2:25][N:26]2[C:20](=[O:22])[C:11]2[N:10]([CH:14]=[C:13]([C:15]([N:16]([CH3:17])[CH3:18])=[O:19])[CH:12]=2)[CH2:9]3)=[CH:6][CH:7]=1. (2) Given the reactants [F:1][C:2]1[CH:7]=[C:6]([F:8])[CH:5]=[CH:4][C:3]=1[C@H:9]([F:23])[CH:10]1[CH2:15][CH2:14][N:13]([C:16]([O:18][C:19]([CH3:22])([CH3:21])[CH3:20])=[O:17])[CH2:12][CH2:11]1.[ClH:24], predict the reaction product. The product is: [C:19]([O:18][C:16]([N:13]1[CH2:14][CH2:15][CH:10]([CH:9]([C:3]2[CH:4]=[CH:5][C:6]([F:8])=[CH:7][C:2]=2[F:1])[F:23])[CH2:11][CH2:12]1)=[O:17])([CH3:22])([CH3:20])[CH3:21].[F:1][C:2]1[CH:7]=[C:6]([F:8])[CH:5]=[CH:4][C:3]=1[C@H:9]([F:23])[CH:10]1[CH2:15][CH2:14][NH:13][CH2:12][CH2:11]1.[ClH:24].